Dataset: Experimentally validated miRNA-target interactions with 360,000+ pairs, plus equal number of negative samples. Task: Binary Classification. Given a miRNA mature sequence and a target amino acid sequence, predict their likelihood of interaction. (1) The miRNA is hsa-miR-20b-3p with sequence ACUGUAGUAUGGGCACUUCCAG. The protein sequence of the target gene is MVEADHPGKLFIGGLNRETNEKMLKAVFGKHGPISEVLLIKDRTSKSRGFAFITFENPADAKNAAKDMNGKSLHGKAIKVEQAKKPSFQSGGRRRPPASSRNRSPSGSLRSARGSRGGTRGWLPSQEGHLDDGGYTPDLKMSYSRGLIPVKRGPSSRSGGPPPKKSAPSAVARSNSWMGSQGPMSQRRENYGVPPRRATISSWRNDRMSTRHDGYATNDGNHPSCQETRDYAPPSRGYAYRDNGHSNRDEHSSRGYRNHRSSRETRDYAPPSRGHAYRDYGHSRRDESYSRGYRNRRSSR.... Result: 0 (no interaction). (2) The miRNA is hsa-miR-6837-5p with sequence ACCAGGGCCAGCAGGGAAUGU. The protein sequence of the target gene is MPVPPPPPPPLPPPPPPLGAPPPPPPSAPPVSTDTSSLRRADPKGRSALLADIQQGTRLRKVTQINDRSAPQIESSKGTNKEGGGSANTRGASTPPTLGDLFAGGFPVLRPAGQRDVAGGKTGQGPGSRAPSPRLPNKTISGPLIPPASPRLGNTSEAHGAARTAPPRPNVPAPPPPTPPPPPPPLPPPLPSSSPIKTPLVSPPGPLTKGNLPVVAPPVPCAPPPPPPPPPPTPPPLPPASVLSDKAVKPQLAPLHLPPIPPPLPLLPPCGYPGLKAEPASPAQDAQEPPAPPPPLPPYA.... Result: 1 (interaction). (3) The protein sequence of the target gene is MPASRLRDRAASSASGSTCGSMSQTHPVLESGLLASAGCSAPRGPRKGGPAPVDRKAKASAMPDSPAEVKTQPRSTPPSMPPPPPAASQGATRPPSFTPHTHREDGPATLPHGRFHGCLKWSMVCLLMNGSSHSPTAINGAPCTPNGFSNGPATSSTASLSTQHLPPACGARQLSKLKRFLTTLQQFGSDISPEIGERVRTLVLGLVNSTLTIEEFHSKLQEATNFPLRPFVIPFLKANLPLLQRELLHCARLAKQTPAQYLAQHEQLLLDASASSPIDSSELLLEVNENGKRRTPDRTK.... The miRNA is hsa-miR-6755-3p with sequence UGUUGUCAUGUUUUUUCCCUAG. Result: 1 (interaction). (4) The miRNA is hsa-miR-3190-5p with sequence UCUGGCCAGCUACGUCCCCA. The protein sequence of the target gene is MAAALWGFFPVLLLLLLSGDVQSSEVPGAAAEGSGGSGVGIGDRFKIEGRAVVPGVKPQDWISAARVLVDGEEHVGFLKTDGSFVVHDIPSGSYVVEVVSPAYRFDPVRVDITSKGKMRARYVNYIKTSEVVRLPYPLQMKSSGPPSYFIKRESWGWTDFLMNPMVMMMVLPLLIFVLLPKVVNTSDPDMRREMEQSMNMLNSNHELPDVSEFMTRLFSSKSSGKSSSGSSKTGKSGAGKRR. Result: 1 (interaction). (5) The miRNA is hsa-miR-891a-5p with sequence UGCAACGAACCUGAGCCACUGA. The protein sequence of the target gene is MALPQGLLTFRDVAIEFSQEEWKCLDPAQRTLYRDVMLENYRNLVSLDISSKCMMKEFSSTAQGNREVIHTGTLQRHESHHTGDFRFQEIDKDIHNLEFQWQEDERNSHEAPMTEIKKLTGSADRYDQRHAGNKPIKDQLGSSFHSHLPELHMFQTQGKIGNQVEKSINDASSISTSQRISCRPKTHISNNYGNNFRNSSLLTQKQEVHMREKSFQCNESGKAFNYSSLLRKHQIIHLGEKQYKCDVCGKVFNRKRNLVCHRRCHTGEKPYRCNECGKTFSQTYSLTCHRRLHTGEKPYK.... Result: 1 (interaction). (6) The miRNA is hsa-miR-335-5p with sequence UCAAGAGCAAUAACGAAAAAUGU. Result: 1 (interaction). The protein sequence of the target gene is MGAGSSTEQRSPEQPPEGSSTPAEPEPSGGGPSAEAAPDTTADPAIAASDPATKLLQKNGQLSTINGVAEQDELSLQEGDLNGQKGALNGQGALNSQEEEEVIVTEVGQRDSEDVSKRDSDKEMATKSAVVHDITDDGQEETPEIIEQIPSSESNLEELTQPTESQANDIGFKKVFKFVGFKFTVKKDKTEKPDTVQLLTVKKDEGEGAAGAGDHKDPSLGAGEAASKESEPKQSTEKPEETLKREQSHAEISPPAESGQAVEECKEEGEEKQEKEPSKSAESPTSPVTSETGSTFKKFF.... (7) The miRNA is hsa-miR-1913 with sequence UCUGCCCCCUCCGCUGCUGCCA. The protein sequence of the target gene is MDQEGGGDGQKAPSFQWRNYKLIVDPALDPALRRPSQKVYRYDGVHFSVNDSKYIPVEDLQDPRCHVRSKNRDFSLPVPKFKLDEFYIGQIPLKEVTFARLNDNVRETFLKDMCRKYGEVEEVEILLHPRTRKHLGLARVLFTSTRGAKETVKNLHLTSVMGNIIHAQLDIKGQQRMKYYELIVNGSYTPQTVPTGGKALSEKFQGSGAATETAESRRRSSSDTAAYPAGTTAVGTPGNGTPCSQDTSFSSSRQDTPSSFGQFTPQSSQGTPYTSRGSTPYSQDSAYSSSTTSTSFKPRR.... Result: 1 (interaction). (8) Result: 1 (interaction). The protein sequence of the target gene is MPKYKQRRRKLKAKAKRMSKKKEAAVVSPKLLTPSPPLPEPERVVTSAADIPQSRNWLRPSWNLRFPNIKDAINLWTNRAWCIYSCCQTCVAQSLEVLKDALFPSRVYHRELHSLKQQLCVLKRELCKLRENLKSISENSSCSSCCHKCCPSDKLTTVPACAPTTNGESQTVLSSTQPQPANHPPSPPPLPPPPPPPPPLPPPPPPLAPLLLRKSGTTKALQVEPLKKDGPMHITVKDLLNVKLKKTQSVDERKKLVPSPPEERTPLVTVSDLQHVTLKPNSRVSATRIKNVLITPGKSQ.... The miRNA is mmu-miR-329-3p with sequence AACACACCCAGCUAACCUUUUU. (9) The miRNA is hsa-miR-548j-3p with sequence CAAAAACUGCAUUACUUUUGC. The protein sequence of the target gene is MESKAWESNNEDLLSSSGVTSNGGSSSSFFVSSIRGTIIENTSSAGTLTQVPFFPKYEVELDSPRKIIPSPGKEHFERVLEEYSHQVKDLQRRLNESNELHEKQKFYLRQSVIDLQTKLQEMQMERDAMADIRRRESQSQEDLRNQLQNTVHELEAAKCLKEDMLKDSNTQIEQLRKMMLSHEGVLQEIRSILVDFEEASGKKICEHDSMSTLHFRSLGSAISKILRELDTEISYLKGRIFPVEDQLEALKSESQNKIELLLQQHQDRIEQLISEHEVEITGLTEKASSARSQANSIQSQ.... Result: 1 (interaction).